Dataset: Forward reaction prediction with 1.9M reactions from USPTO patents (1976-2016). Task: Predict the product of the given reaction. (1) Given the reactants [Br:1][C:2]1[CH:7]=[CH:6][C:5]([OH:8])=[C:4](I)[CH:3]=1.[CH3:10][O:11][C:12]1[CH:17]=[CH:16][C:15]([C:18]#[CH:19])=[CH:14][CH:13]=1.O, predict the reaction product. The product is: [Br:1][C:2]1[CH:7]=[CH:6][C:5]2[O:8][C:18]([C:15]3[CH:16]=[CH:17][C:12]([O:11][CH3:10])=[CH:13][CH:14]=3)=[CH:19][C:4]=2[CH:3]=1. (2) Given the reactants [Si:1]([O:8][CH2:9][CH2:10][C:11]1([CH2:14]O)[CH2:13][CH2:12]1)([C:4]([CH3:7])([CH3:6])[CH3:5])([CH3:3])[CH3:2].CCN(CC)CC.CS(Cl)(=O)=O.[C:28]1(=[O:38])[NH:32][C:31](=[O:33])[C:30]2=[CH:34][CH:35]=[CH:36][CH:37]=[C:29]12.[K], predict the reaction product. The product is: [Si:1]([O:8][CH2:9][CH2:10][C:11]1([CH2:14][N:32]2[C:28](=[O:38])[C:29]3[C:30](=[CH:34][CH:35]=[CH:36][CH:37]=3)[C:31]2=[O:33])[CH2:12][CH2:13]1)([C:4]([CH3:5])([CH3:6])[CH3:7])([CH3:2])[CH3:3]. (3) The product is: [CH2:1]([O:3][C:4]([C:6]1[O:14][C:13]2[CH:12]=[CH:11][N:10]=[CH:9][C:8]=2[C:7]=1[NH:32][C:25]1[CH:26]=[CH:27][C:28]([S:30][CH3:31])=[CH:29][C:24]=1[F:23])=[O:5])[CH3:2]. Given the reactants [CH2:1]([O:3][C:4]([C:6]1[O:14][C:13]2[CH:12]=[CH:11][N:10]=[CH:9][C:8]=2[C:7]=1OS(C(F)(F)F)(=O)=O)=[O:5])[CH3:2].[F:23][C:24]1[CH:29]=[C:28]([S:30][CH3:31])[CH:27]=[CH:26][C:25]=1[NH2:32].CC1(C)C2C(=C(P(C3C=CC=CC=3)C3C=CC=CC=3)C=CC=2)OC2C(P(C3C=CC=CC=3)C3C=CC=CC=3)=CC=CC1=2.[O-]P([O-])([O-])=O.[K+].[K+].[K+], predict the reaction product. (4) Given the reactants [Cl:1][C:2]1[CH:3]=[N:4][C:5]2[C:10]([C:11]=1[CH:12]([CH2:29]O)[CH2:13]N1CC[C@H](NC(=O)OC(C)(C)C)[C@H](O)C1)=[N:9][C:8]([O:31]C)=[CH:7][CH:6]=2.C(N(C(C)C)CC)(C)C.C1(C)C=CC(S(OS(C2C=CC(C)=CC=2)(=O)=O)(=O)=O)=CC=1, predict the reaction product. The product is: [Cl:1][C:2]1[CH:3]=[N:4][C:5]2[CH:6]=[CH:7][C:8](=[O:31])[N:9]3[CH2:13][C:12](=[CH2:29])[C:11]=1[C:10]=23. (5) Given the reactants [OH:1][C@@H:2]1[C@@H:10]([C@@:11]2([CH3:21])[CH2:16][CH2:15][C@H:14]([OH:17])[CH2:13][C@@H:12]2[CH2:18][CH2:19][OH:20])[CH2:9][CH2:8][C@@:7]2([CH3:22])[C@H:3]1[CH2:4][CH2:5][C:6]2=[O:23].N1C=CN=C1.[CH3:29][C:30]([Si:33](Cl)([CH3:35])[CH3:34])([CH3:32])[CH3:31].O, predict the reaction product. The product is: [Si:33]([O:20][CH2:19][CH2:18][C@H:12]1[CH2:13][C@@H:14]([OH:17])[CH2:15][CH2:16][C@@:11]1([C@H:10]1[CH2:9][CH2:8][C@@:7]2([CH3:22])[C@@H:3]([CH2:4][CH2:5][C:6]2=[O:23])[C@@H:2]1[OH:1])[CH3:21])([C:30]([CH3:32])([CH3:31])[CH3:29])([CH3:35])[CH3:34].